From a dataset of Forward reaction prediction with 1.9M reactions from USPTO patents (1976-2016). Predict the product of the given reaction. (1) Given the reactants [CH2:1]([O:8][C:9]([N:11]1[CH2:14][CH2:13][C@H:12]1[CH2:15][O:16][C:17]1[CH:18]=[N:19][CH:20]=[C:21](Br)[CH:22]=1)=[O:10])[C:2]1[CH:7]=[CH:6][CH:5]=[CH:4][CH:3]=1.[CH3:24][Sn:25]([CH3:31])([CH3:30])[Sn:25]([CH3:31])([CH3:30])[CH3:24], predict the reaction product. The product is: [CH2:1]([O:8][C:9]([N:11]1[CH2:14][CH2:13][C@H:12]1[CH2:15][O:16][C:17]1[CH:18]=[N:19][CH:20]=[C:21]([Sn:25]([CH3:31])([CH3:30])[CH3:24])[CH:22]=1)=[O:10])[C:2]1[CH:7]=[CH:6][CH:5]=[CH:4][CH:3]=1. (2) Given the reactants [CH2:1]([C:8]1([CH3:20])[C:12]2[CH:13]=[CH:14][C:15]([C:17]([OH:19])=O)=[CH:16][C:11]=2[O:10][CH2:9]1)[C:2]1[CH:7]=[CH:6][CH:5]=[CH:4][CH:3]=1.[I:21][C:22]1[CH:28]=[CH:27][CH:26]=[CH:25][C:23]=1[NH2:24].F[P-](F)(F)(F)(F)F.N1(OC(N(C)C)=[N+](C)C)C2N=CC=CC=2N=N1.C(N(CC)C(C)C)(C)C.Cl, predict the reaction product. The product is: [I:21][C:22]1[CH:28]=[CH:27][CH:26]=[CH:25][C:23]=1[NH:24][C:17]([C:15]1[CH:14]=[CH:13][C:12]2[C:8]([CH2:1][C:2]3[CH:3]=[CH:4][CH:5]=[CH:6][CH:7]=3)([CH3:20])[CH2:9][O:10][C:11]=2[CH:16]=1)=[O:19].